The task is: Binary Classification. Given a drug SMILES string, predict its activity (active/inactive) in a high-throughput screening assay against a specified biological target.. This data is from HIV replication inhibition screening data with 41,000+ compounds from the AIDS Antiviral Screen. (1) The drug is CC1C(c2ccc3c(c2)OCO3)c2cc3c(cc2OC1N1CCOCC1)OCO3. The result is 0 (inactive). (2) The molecule is Cc1cn(C2CCC(=O)C2)c(=O)[nH]c1=O. The result is 0 (inactive). (3) The drug is COc1cccc(NC(S)=C(C(=O)c2ccc([N+](=O)[O-])cc2)[n+]2ccc(C(C)C)cc2)c1. The result is 0 (inactive). (4) The compound is COc1cc(C2C(Cl)C(=O)N2NC(=O)c2ccccc2O)cc(OC)c1OC. The result is 0 (inactive).